From a dataset of Forward reaction prediction with 1.9M reactions from USPTO patents (1976-2016). Predict the product of the given reaction. (1) Given the reactants C(OC(=O)N([CH:19]1[CH2:24][CH2:23][N:22]([C:25](=[O:53])[C@@H:26]([NH:31][C:32](=[O:52])[C@H:33]([CH2:46][CH:47]2[CH2:51][CH2:50][CH2:49][CH2:48]2)[CH2:34][N:35]([O:38]CC2C=CC=CC=2)[CH:36]=[O:37])[C:27]([CH3:30])([CH3:29])[CH3:28])[CH2:21][CH2:20]1)CC1C=CC(C)=CC=1)C1C=CC=CC=1.[H][H].[CH2:57](O)[CH3:58], predict the reaction product. The product is: [CH:47]1([CH2:46][C@H:33]([CH2:34][N:35]([CH:36]=[O:37])[OH:38])[C:32]([NH:31][C@H:26]([C:25]([N:22]2[CH2:21][CH2:20][CH:19]([CH2:51][C:47]3[CH:48]=[CH:49][C:57]([CH3:58])=[CH:33][CH:46]=3)[CH2:24][CH2:23]2)=[O:53])[C:27]([CH3:28])([CH3:30])[CH3:29])=[O:52])[CH2:48][CH2:49][CH2:50][CH2:51]1. (2) Given the reactants C1(C)C=CC=CC=1.C([O-])([O-])=O.[Na+].[Na+].[C:14]([N:22]1[CH2:27][CH2:26][N:25]([C:28](=[O:39])[C:29]([C:31]2[CH:36]=[CH:35][C:34](Br)=[CH:33][C:32]=2[CH3:38])=[O:30])[C@H:24]([CH3:40])[CH2:23]1)(=[O:21])[C:15]1[CH:20]=[CH:19][CH:18]=[CH:17][CH:16]=1.[NH:41]1[CH:45]=[CH:44][C:43](B(O)O)=[N:42]1, predict the reaction product. The product is: [C:14]([N:22]1[CH2:27][CH2:26][N:25]([C:28](=[O:39])[C:29]([C:31]2[CH:36]=[CH:35][C:34]([C:45]3[CH:44]=[CH:43][NH:42][N:41]=3)=[CH:33][C:32]=2[CH3:38])=[O:30])[C@H:24]([CH3:40])[CH2:23]1)(=[O:21])[C:15]1[CH:20]=[CH:19][CH:18]=[CH:17][CH:16]=1. (3) Given the reactants C([N:4]1[C:12]2[C:7](=[CH:8][C:9]([N+:13]([O-:15])=[O:14])=[CH:10][CH:11]=2)[C:6](=[C:16](OC)[C:17]2[CH:22]=[CH:21][CH:20]=[CH:19][CH:18]=2)[C:5]1=[O:25])(=O)C.[CH3:26][O:27][C:28]1[CH:34]=[CH:33][C:31]([NH2:32])=[CH:30][CH:29]=1, predict the reaction product. The product is: [CH3:26][O:27][C:28]1[CH:34]=[CH:33][C:31]([NH:32]/[C:16](=[C:6]2\[C:5](=[O:25])[NH:4][C:12]3[C:7]\2=[CH:8][C:9]([N+:13]([O-:15])=[O:14])=[CH:10][CH:11]=3)/[C:17]2[CH:18]=[CH:19][CH:20]=[CH:21][CH:22]=2)=[CH:30][CH:29]=1. (4) Given the reactants [F:1][C:2]1[CH:22]=[CH:21][C:5]([CH2:6][N:7]2[C:11]3=[CH:12][N:13]=[C:14]([C:17]([O:19][CH3:20])=[O:18])[C:15]([OH:16])=[C:10]3[CH:9]=[CH:8]2)=[CH:4][CH:3]=1.[H-].[Na+].I[CH3:26], predict the reaction product. The product is: [F:1][C:2]1[CH:3]=[CH:4][C:5]([CH2:6][N:7]2[C:11]3=[CH:12][N:13]=[C:14]([C:17]([O:19][CH3:20])=[O:18])[C:15]([O:16][CH3:26])=[C:10]3[CH:9]=[CH:8]2)=[CH:21][CH:22]=1. (5) Given the reactants Cl.[CH:2]1([S:5][C:6]2[CH:11]=[CH:10][CH:9]=[CH:8][C:7]=2[CH2:12][NH2:13])[CH2:4][CH2:3]1.CCN(C(C)C)C(C)C.[F:23][C:24]([F:35])([F:34])[C:25](O[C:25](=[O:26])[C:24]([F:35])([F:34])[F:23])=[O:26], predict the reaction product. The product is: [CH:2]1([S:5][C:6]2[CH:11]=[CH:10][CH:9]=[CH:8][C:7]=2[CH2:12][NH:13][C:25](=[O:26])[C:24]([F:35])([F:34])[F:23])[CH2:4][CH2:3]1. (6) Given the reactants [I-].[Cl-:2].[I-].C[C:5](C)([CH2:32][CH2:33][CH2:34][CH2:35][CH2:36][CH2:37][CH2:38][CH2:39][CH2:40][CH2:41][CH2:42][CH3:43])[C:6]([O:8][CH2:9][N+:10]1([CH3:31])[CH2:15][CH2:14][N:13]([C:16]2[C:17]3[CH:29]=[C:28]([CH3:30])[S:27][C:18]=3[NH:19][C:20]3[CH:26]=[CH:25][CH:24]=[CH:23][C:21]=3[N:22]=2)[CH2:12][CH2:11]1)=[O:7].[I-].C[N+]1(COC(=O)CCCCCCCCCCCCC)CCN(C2C3C=C(C)SC=3NC3C=CC=CC=3N=2)CC1, predict the reaction product. The product is: [Cl-:2].[CH3:31][N+:10]1([CH2:9][O:8][C:6](=[O:7])[CH2:5][CH2:32][CH2:33][CH2:34][CH2:35][CH2:36][CH2:37][CH2:38][CH2:39][CH2:40][CH2:41][CH2:42][CH3:43])[CH2:15][CH2:14][N:13]([C:16]2[C:17]3[CH:29]=[C:28]([CH3:30])[S:27][C:18]=3[NH:19][C:20]3[CH:26]=[CH:25][CH:24]=[CH:23][C:21]=3[N:22]=2)[CH2:12][CH2:11]1. (7) Given the reactants C[O:2][C:3]1[C:8]([CH2:9][C:10]([F:13])([F:12])[F:11])=[CH:7][CH:6]=[CH:5][C:4]=1[CH3:14].B(Br)(Br)Br, predict the reaction product. The product is: [CH3:14][C:4]1[CH:5]=[CH:6][CH:7]=[C:8]([CH2:9][C:10]([F:11])([F:12])[F:13])[C:3]=1[OH:2].